Task: Predict which catalyst facilitates the given reaction.. Dataset: Catalyst prediction with 721,799 reactions and 888 catalyst types from USPTO (1) Reactant: C([N:8]1[CH2:13][C:12]([CH3:15])([CH3:14])[C:11]2[S:16][C:17]([C:19]([O:21][CH2:22][CH3:23])=[O:20])=[CH:18][C:10]=2[CH2:9]1)C1C=CC=CC=1.C([O-])([O-])=O.[K+].[K+].[Cl:30]C(OC(Cl)C)=O. Product: [ClH:30].[CH3:14][C:12]1([CH3:15])[CH2:13][NH:8][CH2:9][C:10]2[CH:18]=[C:17]([C:19]([O:21][CH2:22][CH3:23])=[O:20])[S:16][C:11]1=2. The catalyst class is: 497. (2) Reactant: [Li+].CC([N-]C(C)C)C.[Br:9][C:10]1[CH:15]=[CH:14][C:13]([C:16](=[O:18])[CH3:17])=[CH:12][CH:11]=1.[CH:19]1([C:22](N2C3C=CC=CC=3N=N2)=[O:23])[CH2:21][CH2:20]1.O. Product: [Br:9][C:10]1[CH:15]=[CH:14][C:13]([C:16](=[O:18])[CH2:17][C:22]([CH:19]2[CH2:21][CH2:20]2)=[O:23])=[CH:12][CH:11]=1. The catalyst class is: 1. (3) Reactant: [CH3:1][O:2][CH2:3][C@@H:4]1[O:6][CH2:5]1.[NH2:7][CH2:8][CH2:9][CH2:10][CH2:11][NH:12][S:13]([C:16]1[CH:21]=[CH:20][C:19]([Cl:22])=[CH:18][C:17]=1[Cl:23])(=[O:15])=[O:14]. Product: [Cl:23][C:17]1[CH:18]=[C:19]([Cl:22])[CH:20]=[CH:21][C:16]=1[S:13]([NH:12][CH2:11][CH2:10][CH2:9][CH2:8][NH:7][CH2:5][C@@H:4]([OH:6])[CH2:3][O:2][CH3:1])(=[O:14])=[O:15]. The catalyst class is: 41. (4) Reactant: B1([O-])OO1.[OH2:5].[OH2:6].O.O.[Na+].[F:10][C:11]1[CH:17]=[CH:16][CH:15]=[C:14]([F:18])[C:12]=1[NH2:13].O. Product: [F:10][C:11]1[CH:17]=[CH:16][CH:15]=[C:14]([F:18])[C:12]=1[N+:13]([O-:6])=[O:5]. The catalyst class is: 15. (5) Reactant: [Cl:1][C:2]1[N:7]=[CH:6][N:5]=[C:4]([NH:8][C@@H:9]2[CH2:13][C@H:12]([CH2:14][OH:15])[C@@H:11]([OH:16])[C@H:10]2[OH:17])[C:3]=1[CH2:18][CH:19](OCC)OCC.Cl. The catalyst class is: 12. Product: [Cl:1][C:2]1[C:3]2[CH:18]=[CH:19][N:8]([C@@H:9]3[CH2:13][C@H:12]([CH2:14][OH:15])[C@@H:11]([OH:16])[C@H:10]3[OH:17])[C:4]=2[N:5]=[CH:6][N:7]=1. (6) Reactant: [CH3:1][C:2]1[CH:3]=[C:4]([CH2:14][CH2:15][C:16]([C:18]2[S:19][C:20]([CH3:29])=[C:21]([C:23]3[CH:28]=[CH:27][CH:26]=[CH:25][CH:24]=3)[CH:22]=2)=[O:17])[CH:5]=[C:6]([CH3:13])[C:7]=1[O:8][CH2:9][CH:10]1[CH2:12][O:11]1.[CH3:30][NH2:31]. Product: [OH:11][CH:10]([CH2:12][NH:31][CH3:30])[CH2:9][O:8][C:7]1[C:6]([CH3:13])=[CH:5][C:4]([CH2:14][CH2:15][C:16]([C:18]2[S:19][C:20]([CH3:29])=[C:21]([C:23]3[CH:24]=[CH:25][CH:26]=[CH:27][CH:28]=3)[CH:22]=2)=[O:17])=[CH:3][C:2]=1[CH3:1]. The catalyst class is: 5.